From a dataset of Full USPTO retrosynthesis dataset with 1.9M reactions from patents (1976-2016). Predict the reactants needed to synthesize the given product. (1) Given the product [CH2:1]([O:8][C@H:9]1[C@H:14]([O:15][CH2:16][C:17]2[CH:22]=[CH:21][CH:20]=[CH:19][CH:18]=2)[C@@H:13]([CH2:23][O:24][CH2:25][C:26]2[CH:27]=[CH:28][CH:29]=[CH:30][CH:31]=2)[O:12][C@@H:11]([O:32][C@H:33]2[C@@H:42]([O:43][CH2:44][C:45]3[CH:46]=[CH:47][CH:48]=[CH:49][CH:50]=3)[C@H:41]([O:51][CH2:52][C:53]3[CH:54]=[CH:55][CH:56]=[CH:57][CH:58]=3)[C@@H:40]([CH2:59][O:60][CH2:61][C:62]3[CH:67]=[CH:66][CH:65]=[CH:64][CH:63]=3)[O:39][C@H:34]2[O:35][CH:36]=[CH:37][CH2:38][CH2:87][CH3:88])[C@@H:10]1[O:68][C:69](=[O:71])[CH3:70])[C:2]1[CH:3]=[CH:4][CH:5]=[CH:6][CH:7]=1, predict the reactants needed to synthesize it. The reactants are: [CH2:1]([O:8][C@H:9]1[C@H:14]([O:15][CH2:16][C:17]2[CH:22]=[CH:21][CH:20]=[CH:19][CH:18]=2)[C@@H:13]([CH2:23][O:24][CH2:25][C:26]2[CH:31]=[CH:30][CH:29]=[CH:28][CH:27]=2)[O:12][C@@H:11]([O:32][C@H:33]2[C@@H:42]([O:43][CH2:44][C:45]3[CH:50]=[CH:49][CH:48]=[CH:47][CH:46]=3)[C@H:41]([O:51][CH2:52][C:53]3[CH:58]=[CH:57][CH:56]=[CH:55][CH:54]=3)[C@@H:40]([CH2:59][O:60][CH2:61][C:62]3[CH:67]=[CH:66][CH:65]=[CH:64][CH:63]=3)[O:39][C@H:34]2[O:35][CH2:36][CH:37]=[CH2:38])[C@@H:10]1[O:68][C:69](=[O:71])[CH3:70])[C:2]1[CH:7]=[CH:6][CH:5]=[CH:4][CH:3]=1.ClCCl.FC(F)(F)S(O[Si](C)(C)C)(=O)=O.[CH3:87][CH2:88]CCCC.C(OCC)(=O)C. (2) Given the product [CH3:1][O:2][C:3]1[CH:4]=[C:5]2[C:9](=[CH:10][CH:11]=1)[NH:8][C:7](=[O:12])[C:6]2=[CH:23][C:22]1[NH:21][CH:20]=[C:19]2[C:18]=1[CH2:17][CH2:16][NH:15][C:14]2=[O:13], predict the reactants needed to synthesize it. The reactants are: [CH3:1][O:2][C:3]1[CH:4]=[C:5]2[C:9](=[CH:10][CH:11]=1)[NH:8][C:7](=[O:12])[CH2:6]2.[O:13]=[C:14]1[C:19]2=[CH:20][NH:21][C:22]([CH:23]=O)=[C:18]2[CH2:17][CH2:16][NH:15]1.N1CCCCC1. (3) Given the product [C:26]([C:11]1[C:10]([O:9][CH2:8][CH:7]([NH:28][C:29](=[O:35])[O:30][C:31]([CH3:33])([CH3:32])[CH3:34])[CH2:6][CH2:5][C:4]([F:36])([F:37])[F:3])=[CH:25][C:14]2[N:15]([CH3:24])[C:16](=[O:23])[C:17]3[C:22]([C:13]=2[CH:12]=1)=[CH:21][CH:20]=[N:19][CH:18]=3)#[N:38], predict the reactants needed to synthesize it. The reactants are: II.[F:3][C:4]([F:37])([F:36])[CH2:5][CH2:6][CH:7]([NH:28][C:29](=[O:35])[O:30][C:31]([CH3:34])([CH3:33])[CH3:32])[CH2:8][O:9][C:10]1[C:11]([CH:26]=O)=[CH:12][C:13]2[C:22]3[C:17](=[CH:18][N:19]=[CH:20][CH:21]=3)[C:16](=[O:23])[N:15]([CH3:24])[C:14]=2[CH:25]=1.[NH3:38].[O-]S([O-])(=S)=O.[Na+].[Na+]. (4) Given the product [ClH:28].[CH3:1][C:2]1[C:3]2[NH:9][C:25]([CH2:26][CH:20]([C:11]3[CH:12]=[CH:13][C:14]4[C:19](=[CH:18][CH:17]=[CH:16][CH:15]=4)[CH:10]=3)[CH2:21][C:22]([OH:24])=[O:23])=[N:8][C:4]=2[CH:5]=[CH:6][CH:7]=1, predict the reactants needed to synthesize it. The reactants are: [CH3:1][C:2]1[C:3]([NH2:9])=[C:4]([NH2:8])[CH:5]=[CH:6][CH:7]=1.[CH:10]1[C:19]2[C:14](=[CH:15][CH:16]=[CH:17][CH:18]=2)[CH:13]=[CH:12][C:11]=1[CH:20]1[CH2:26][C:25](=O)[O:24][C:22](=[O:23])[CH2:21]1.[Cl:28]CCl. (5) The reactants are: [Cl:1][C:2]1[CH:3]=[CH:4][C:5]([CH2:11][O:12][C:13]2[CH:14]=[N:15][CH:16]=[C:17]([Cl:19])[CH:18]=2)=[C:6]([CH:10]=1)[C:7]([OH:9])=O.Cl.[NH2:21][C@H:22]([C:24]1[CH:33]=[CH:32][C:27]([C:28]([O:30][CH3:31])=[O:29])=[CH:26][CH:25]=1)[CH3:23]. Given the product [Cl:1][C:2]1[CH:3]=[CH:4][C:5]([CH2:11][O:12][C:13]2[CH:14]=[N:15][CH:16]=[C:17]([Cl:19])[CH:18]=2)=[C:6]([CH:10]=1)[C:7]([NH:21][C@H:22]([C:24]1[CH:33]=[CH:32][C:27]([C:28]([O:30][CH3:31])=[O:29])=[CH:26][CH:25]=1)[CH3:23])=[O:9], predict the reactants needed to synthesize it. (6) Given the product [CH:1]1([CH:7]([OH:6])[CH2:8][C@@:9]2([C:22]([N:24]3[CH2:33][CH2:32][C:31]4[N:30]=[CH:29][C:28]([C:34]([F:35])([F:36])[F:37])=[CH:27][C:26]=4[CH2:25]3)=[O:23])[CH2:13][C@H:12]([NH:14][C:15](=[O:21])[O:16][C:17]([CH3:20])([CH3:19])[CH3:18])[CH:11]=[CH:10]2)[CH2:3][CH2:2]1, predict the reactants needed to synthesize it. The reactants are: [CH:1]1([Mg]Br)[CH2:3][CH2:2]1.[O:6]=[CH:7][CH2:8][C@@:9]1([C:22]([N:24]2[CH2:33][CH2:32][C:31]3[N:30]=[CH:29][C:28]([C:34]([F:37])([F:36])[F:35])=[CH:27][C:26]=3[CH2:25]2)=[O:23])[CH2:13][C@H:12]([NH:14][C:15](=[O:21])[O:16][C:17]([CH3:20])([CH3:19])[CH3:18])[CH:11]=[CH:10]1.[NH4+].[Cl-].